Dataset: Catalyst prediction with 721,799 reactions and 888 catalyst types from USPTO. Task: Predict which catalyst facilitates the given reaction. (1) Reactant: [NH2:1][C-:2]1[CH:6]=[CH:5][CH:4]=[CH:3]1.[CH-:7]1[CH:11]=[CH:10][CH:9]=[CH:8]1.[Fe+2:12].C=O.[BH3-][C:16]#N.[Na+].[OH-].[Na+]. Product: [CH3:16][N:1]([C-:7]1[CH:11]=[CH:10][CH:9]=[CH:8]1)[CH3:2].[CH-:2]1[CH:6]=[CH:5][CH:4]=[CH:3]1.[Fe+2:12]. The catalyst class is: 15. (2) The catalyst class is: 63. Product: [CH2:1]([N:8]1[CH2:14][CH2:13][CH2:12][CH2:11][C:10]([NH:30][C:31]([N:33]2[CH2:34][CH2:35][CH:36]([N:39]3[CH2:48][C:47]4[C:42](=[CH:43][CH:44]=[CH:45][CH:46]=4)[NH:41][C:40]3=[O:49])[CH2:37][CH2:38]2)=[O:32])([CH2:15][C:16]2[CH:17]=[CH:18][C:19]([OH:22])=[CH:20][CH:21]=2)[C:9]1=[O:50])[C:2]1[CH:3]=[CH:4][CH:5]=[CH:6][CH:7]=1. Reactant: [CH2:1]([N:8]1[CH2:14][CH2:13][CH2:12][CH2:11][C:10]([NH:30][C:31]([N:33]2[CH2:38][CH2:37][CH:36]([N:39]3[CH2:48][C:47]4[C:42](=[CH:43][CH:44]=[CH:45][CH:46]=4)[NH:41][C:40]3=[O:49])[CH2:35][CH2:34]2)=[O:32])([CH2:15][C:16]2[CH:21]=[CH:20][C:19]([O:22]CC3C=CC=CC=3)=[CH:18][CH:17]=2)[C:9]1=[O:50])[C:2]1[CH:7]=[CH:6][CH:5]=[CH:4][CH:3]=1.